The task is: Predict the product of the given reaction.. This data is from Forward reaction prediction with 1.9M reactions from USPTO patents (1976-2016). (1) Given the reactants C(NC1CCCCC1)(C)C.C([Li])CCC.[CH3:16][O:17][C:18](=[O:28])[CH2:19][C:20]1[CH:25]=[CH:24][C:23]([O:26][CH3:27])=[CH:22][CH:21]=1.[Cl:29][C:30]1[N:35]=[C:34]([Cl:36])[C:33]([CH2:37]I)=[CH:32][N:31]=1, predict the reaction product. The product is: [CH3:16][O:17][C:18](=[O:28])[CH:19]([C:20]1[CH:25]=[CH:24][C:23]([O:26][CH3:27])=[CH:22][CH:21]=1)[CH2:37][C:33]1[C:34]([Cl:36])=[N:35][C:30]([Cl:29])=[N:31][CH:32]=1. (2) Given the reactants [Br:1][C:2]1[CH:3]=[C:4]([N+:17]([O-])=O)[C:5]([C:8]2[CH:13]=[C:12]([F:14])[C:11]([Cl:15])=[C:10]([F:16])[CH:9]=2)=[N:6][CH:7]=1.C1(P(C2C=CC=CC=2)CCP(C2C=CC=CC=2)C2C=CC=CC=2)C=CC=CC=1, predict the reaction product. The product is: [Br:1][C:2]1[CH:7]=[N:6][C:5]2[C:8]3[CH:13]=[C:12]([F:14])[C:11]([Cl:15])=[C:10]([F:16])[C:9]=3[NH:17][C:4]=2[CH:3]=1. (3) The product is: [N:8]1([CH2:54][CH2:53][O:52][C:49]2[CH:50]=[CH:51][C:27]([O:26][CH2:19][C:20]3[CH:25]=[CH:24][CH:23]=[CH:22][CH:21]=3)=[C:28]([CH:48]=2)[C:29]([NH:31][C:32]2[CH:41]=[C:40]([C:42]3[CH:47]=[CH:46][CH:45]=[CH:44][CH:43]=3)[CH:39]=[CH:38][C:33]=2[C:34]([O:36][CH3:37])=[O:35])=[O:30])[CH2:11][CH2:10][CH2:9]1. Given the reactants C(=O)([O-])[O-].[K+].[K+].Cl.[NH:8]1[CH2:11][CH2:10][CH2:9]1.CN1CCCC1=O.[CH2:19]([O:26][C:27]1[CH:51]=[CH:50][C:49]([O:52][CH2:53][CH2:54]Br)=[CH:48][C:28]=1[C:29]([NH:31][C:32]1[CH:41]=[C:40]([C:42]2[CH:47]=[CH:46][CH:45]=[CH:44][CH:43]=2)[CH:39]=[CH:38][C:33]=1[C:34]([O:36][CH3:37])=[O:35])=[O:30])[C:20]1[CH:25]=[CH:24][CH:23]=[CH:22][CH:21]=1, predict the reaction product. (4) Given the reactants Cl[C:2]1[CH:3]=[CH:4][N:5]2[C:10]([C:11]=1[CH3:12])=[C:9]([CH:13]1[CH2:15][CH2:14]1)[CH:8]=[C:7]([C:16]([O:18][CH3:19])=[O:17])[C:6]2=[O:20].C(O)C.C(=O)([O-])[O-].[Na+].[Na+].[O:30]=[C:31]1[CH:40]([NH:41][C:42](=[O:48])[O:43][C:44]([CH3:47])([CH3:46])[CH3:45])[CH2:39][C:38]2[C:33](=[CH:34][C:35](B3OC(C)(C)C(C)(C)O3)=[CH:36][CH:37]=2)[NH:32]1, predict the reaction product. The product is: [C:44]([O:43][C:42]([NH:41][CH:40]1[CH2:39][C:38]2[C:33](=[CH:34][C:35]([C:2]3[CH:3]=[CH:4][N:5]4[C:10]([C:11]=3[CH3:12])=[C:9]([CH:13]3[CH2:15][CH2:14]3)[CH:8]=[C:7]([C:16]([O:18][CH3:19])=[O:17])[C:6]4=[O:20])=[CH:36][CH:37]=2)[NH:32][C:31]1=[O:30])=[O:48])([CH3:47])([CH3:45])[CH3:46]. (5) Given the reactants Cl[C:2]1[CH:3]=[CH:4][C:5]2[N:6]([C:8]([CH:11]([C:13]3[C:14]([F:26])=[C:15]4[C:19](=[CH:20][C:21]=3[F:22])[N:18]([CH:23]([CH3:25])[CH3:24])[N:17]=[CH:16]4)[CH3:12])=[CH:9][N:10]=2)[N:7]=1.[F-].[K+].CCO[C:32]([CH3:34])=[O:33], predict the reaction product. The product is: [F:26][C:14]1[C:13]([CH:11]([C:8]2[N:6]3[N:7]=[C:2]([N:10]4[CH2:9][CH2:8][N:6]([CH3:5])[C:32](=[O:33])[CH2:34]4)[CH:3]=[CH:4][C:5]3=[N:10][CH:9]=2)[CH3:12])=[C:21]([F:22])[CH:20]=[C:19]2[C:15]=1[CH:16]=[N:17][N:18]2[CH:23]([CH3:25])[CH3:24].